From a dataset of Peptide-MHC class I binding affinity with 185,985 pairs from IEDB/IMGT. Regression. Given a peptide amino acid sequence and an MHC pseudo amino acid sequence, predict their binding affinity value. This is MHC class I binding data. (1) The peptide sequence is HAEMQNPVY. The MHC is HLA-A03:01 with pseudo-sequence HLA-A03:01. The binding affinity (normalized) is 0.213. (2) The peptide sequence is SLSNLDFRL. The MHC is HLA-A02:01 with pseudo-sequence HLA-A02:01. The binding affinity (normalized) is 0.264. (3) The binding affinity (normalized) is 0.0324. The peptide sequence is QLDSSNKSM. The MHC is HLA-A02:02 with pseudo-sequence HLA-A02:02.